This data is from Full USPTO retrosynthesis dataset with 1.9M reactions from patents (1976-2016). The task is: Predict the reactants needed to synthesize the given product. (1) The reactants are: [I-].C([N:9]1[CH2:14][CH2:13][N:12]([C:15]2[CH:16]=[C:17]([CH2:36][CH3:37])[C:18]3[C:27]([CH:28]=2)=[S+:26][C:25]2[C:20](=[C:21]([CH3:35])[CH:22]=[C:23]([N:29]4[CH2:34][CH2:33][O:32][CH2:31][CH2:30]4)[CH:24]=2)[N:19]=3)[CH2:11][CH2:10]1)(OC(C)(C)C)=O.[F:38][C:39]([F:44])([F:43])[C:40]([OH:42])=[O:41]. Given the product [F:38][C:39]([F:44])([F:43])[C:40]([O-:42])=[O:41].[CH2:36]([C:17]1[C:18]2[C:27](=[S+:26][C:25]3[C:20]([N:19]=2)=[C:21]([CH3:35])[CH:22]=[C:23]([N:29]2[CH2:34][CH2:33][O:32][CH2:31][CH2:30]2)[CH:24]=3)[CH:28]=[C:15]([N:12]2[CH2:13][CH2:14][NH:9][CH2:10][CH2:11]2)[CH:16]=1)[CH3:37], predict the reactants needed to synthesize it. (2) Given the product [NH2:24][C:21]1[N:20]=[CH:19][C:18]([C:17]#[C:16][C:15]2[C:10]([C:7]3[CH:8]=[CH:9][C:4]([C:3]([OH:28])=[O:2])=[C:5]([Cl:27])[CH:6]=3)=[N:11][CH:12]=[N:13][C:14]=2[CH2:25][CH3:26])=[CH:23][CH:22]=1, predict the reactants needed to synthesize it. The reactants are: C[O:2][C:3](=[O:28])[C:4]1[CH:9]=[CH:8][C:7]([C:10]2[C:15]([C:16]#[C:17][C:18]3[CH:19]=[N:20][C:21]([NH2:24])=[CH:22][CH:23]=3)=[C:14]([CH2:25][CH3:26])[N:13]=[CH:12][N:11]=2)=[CH:6][C:5]=1[Cl:27].[Li+].[OH-]. (3) Given the product [CH3:15][O:14][C:10]1[CH:9]=[C:8]([C:6]2[O:5][N:4]=[C:3]([CH2:2][S:33][C:24]3[N:23]([CH3:22])[C:27]([C:28]4[S:29][CH:30]=[CH:31][CH:32]=4)=[N:26][N:25]=3)[N:7]=2)[CH:13]=[CH:12][CH:11]=1, predict the reactants needed to synthesize it. The reactants are: Cl[CH2:2][C:3]1[N:7]=[C:6]([C:8]2[CH:13]=[CH:12][CH:11]=[C:10]([O:14][CH3:15])[CH:9]=2)[O:5][N:4]=1.C(=O)([O-])[O-].[K+].[K+].[CH3:22][N:23]1[C:27]([C:28]2[S:29][CH:30]=[CH:31][CH:32]=2)=[N:26][N:25]=[C:24]1[SH:33]. (4) The reactants are: C(O)C.[CH2:4]([CH:6]([C:9]1[CH:16]=[CH:15][C:12]([CH:13]=[O:14])=[CH:11][CH:10]=1)[CH2:7][CH3:8])[CH3:5].[BH4-].[K+].[Cl-].[Na+]. Given the product [CH2:4]([CH:6]([C:9]1[CH:16]=[CH:15][C:12]([CH2:13][OH:14])=[CH:11][CH:10]=1)[CH2:7][CH3:8])[CH3:5], predict the reactants needed to synthesize it. (5) Given the product [NH:12]1[C:13]2[C:18](=[CH:17][CH:16]=[CH:15][CH:14]=2)[C:10]([C:8](=[O:9])[CH:35]([C:36]2[CH:43]=[CH:42][C:39]([C:40]#[N:41])=[CH:38][CH:37]=2)[NH:34][C:30]2[CH:31]=[N:32][CH:33]=[C:28]([O:27][CH3:26])[CH:29]=2)=[CH:11]1, predict the reactants needed to synthesize it. The reactants are: C(N(CC)CC)C.[CH:8]([C:10]1[C:18]2[C:13](=[CH:14][CH:15]=[CH:16][CH:17]=2)[N:12](C(OC(C)(C)C)=O)[CH:11]=1)=[O:9].[CH3:26][O:27][C:28]1[CH:29]=[C:30]([N:34]=[CH:35][C:36]2[CH:43]=[CH:42][C:39]([C:40]#[N:41])=[CH:38][CH:37]=2)[CH:31]=[N:32][CH:33]=1.